The task is: Predict which catalyst facilitates the given reaction.. This data is from Catalyst prediction with 721,799 reactions and 888 catalyst types from USPTO. (1) Reactant: C(OC(=O)[NH:10][CH2:11][C@H:12]1[CH2:17][CH2:16][C@@H:15]([NH:18][C:19]2[CH:24]=[C:23]([N:25]([CH3:27])[CH3:26])[N:22]=[C:21]([CH3:28])[N:20]=2)[CH2:14][CH2:13]1)C1C=CC=CC=1. Product: [NH2:10][CH2:11][C@@H:12]1[CH2:17][CH2:16][C@H:15]([NH:18][C:19]2[CH:24]=[C:23]([N:25]([CH3:27])[CH3:26])[N:22]=[C:21]([CH3:28])[N:20]=2)[CH2:14][CH2:13]1. The catalyst class is: 50. (2) Reactant: [NH2:1][C:2]([CH:4]1[CH2:9][O:8][CH2:7][CH2:6][N:5]1[C:10]([O:12][C:13]([CH3:16])([CH3:15])[CH3:14])=[O:11])=O.C(N(CC)CC)C.FC(F)(F)C(OC(=O)C(F)(F)F)=O. Product: [C:2]([CH:4]1[CH2:9][O:8][CH2:7][CH2:6][N:5]1[C:10]([O:12][C:13]([CH3:16])([CH3:15])[CH3:14])=[O:11])#[N:1]. The catalyst class is: 2. (3) Reactant: [F:1][C:2]1[CH:3]=[C:4]([N:9]2[CH:18]=[CH:17][C:16]3[C:11](=[C:12]([O:21]C)[CH:13]=[C:14]([O:19][CH3:20])[CH:15]=3)[C:10]2=[O:23])[CH:5]=[CH:6][C:7]=1[OH:8].B(Br)(Br)Br. Product: [F:1][C:2]1[CH:3]=[C:4]([N:9]2[CH:18]=[CH:17][C:16]3[C:11](=[C:12]([OH:21])[CH:13]=[C:14]([O:19][CH3:20])[CH:15]=3)[C:10]2=[O:23])[CH:5]=[CH:6][C:7]=1[OH:8]. The catalyst class is: 2. (4) Reactant: [Br:1][C:2]1[N:7]2[CH:8]=[CH:9][N:10]=[C:6]2[C:5](Br)=[N:4][CH:3]=1.[Cl:12][C:13]1[CH:14]=[C:15]([NH2:26])[CH:16]=[CH:17][C:18]=1[N:19]1[CH2:24][CH2:23][N:22]([CH3:25])[CH2:21][CH2:20]1.CCN(C(C)C)C(C)C. Product: [NH3:4].[Br:1][C:2]1[N:7]2[CH:8]=[CH:9][N:10]=[C:6]2[C:5]([NH:26][C:15]2[CH:16]=[CH:17][C:18]([N:19]3[CH2:24][CH2:23][N:22]([CH3:25])[CH2:21][CH2:20]3)=[C:13]([Cl:12])[CH:14]=2)=[N:4][CH:3]=1. The catalyst class is: 41.